Regression. Given a peptide amino acid sequence and an MHC pseudo amino acid sequence, predict their binding affinity value. This is MHC class II binding data. From a dataset of Peptide-MHC class II binding affinity with 134,281 pairs from IEDB. (1) The peptide sequence is AEKFKEDVINDFVSS. The MHC is DRB4_0101 with pseudo-sequence DRB4_0103. The binding affinity (normalized) is 0.384. (2) The peptide sequence is AAVDKDAVIVAAAGN. The MHC is DRB4_0101 with pseudo-sequence DRB4_0103. The binding affinity (normalized) is 0.407. (3) The peptide sequence is GELQIVDKQDAAFKI. The MHC is DRB1_0404 with pseudo-sequence DRB1_0404. The binding affinity (normalized) is 0.328. (4) The peptide sequence is IFRHWYWQQPYYIVA. The MHC is DRB1_1501 with pseudo-sequence DRB1_1501. The binding affinity (normalized) is 0.666.